Predict which catalyst facilitates the given reaction. From a dataset of Catalyst prediction with 721,799 reactions and 888 catalyst types from USPTO. (1) Reactant: [NH2:1][NH2:2].[Cl:3][C:4]1[CH:5]=[C:6]([C:10]2[C:15]3[N:16]([CH2:31][C@H:32]4[CH2:37][CH2:36][C@H:35]([CH3:38])[CH2:34][CH2:33]4)[C:17]([N:19]4[CH2:24][CH2:23][O:22][CH2:21][C@H:20]4[C:25]4[CH:30]=[CH:29][CH:28]=[CH:27][CH:26]=4)=[N:18][C:14]=3[CH:13]=[C:12]([C:39]([O:41]C)=O)[N:11]=2)[CH:7]=[N:8][CH:9]=1. Product: [Cl:3][C:4]1[CH:5]=[C:6]([C:10]2[C:15]3[N:16]([CH2:31][C@H:32]4[CH2:33][CH2:34][C@H:35]([CH3:38])[CH2:36][CH2:37]4)[C:17]([N:19]4[CH2:24][CH2:23][O:22][CH2:21][C@H:20]4[C:25]4[CH:26]=[CH:27][CH:28]=[CH:29][CH:30]=4)=[N:18][C:14]=3[CH:13]=[C:12]([C:39]([NH:1][NH2:2])=[O:41])[N:11]=2)[CH:7]=[N:8][CH:9]=1. The catalyst class is: 138. (2) Reactant: [NH2:1][C:2]1[CH:10]=[C:9]2[C:5]([CH:6]=[CH:7][NH:8]2)=[C:4]([C:11]2[C:19]3[C:18]([NH:20][C@H:21]([C:23]4[N:28]([C:29]5[CH:34]=[CH:33][CH:32]=[CH:31][CH:30]=5)[C:27](=[O:35])[C:26]5=[C:36]([CH3:39])[CH:37]=[CH:38][N:25]5[N:24]=4)[CH3:22])=[N:17][CH:16]=[N:15][C:14]=3[N:13]([CH2:40][O:41][CH2:42][CH2:43][Si:44]([CH3:47])([CH3:46])[CH3:45])[CH:12]=2)[CH:3]=1.[N-:48]=[C:49]=[O:50].[K+]. Product: [CH3:39][C:36]1[CH:37]=[CH:38][N:25]2[C:26]=1[C:27](=[O:35])[N:28]([C:29]1[CH:34]=[CH:33][CH:32]=[CH:31][CH:30]=1)[C:23]([C@@H:21]([NH:20][C:18]1[C:19]3[C:11]([C:4]4[CH:3]=[C:2]([NH:1][C:49]([NH2:48])=[O:50])[CH:10]=[C:9]5[C:5]=4[CH:6]=[CH:7][NH:8]5)=[CH:12][N:13]([CH2:40][O:41][CH2:42][CH2:43][Si:44]([CH3:45])([CH3:47])[CH3:46])[C:14]=3[N:15]=[CH:16][N:17]=1)[CH3:22])=[N:24]2. The catalyst class is: 211. (3) Reactant: C([O:3][C:4](=[O:35])[CH2:5][CH:6]1[O:10][B:9]([OH:11])[C:8]2[CH:12]=[C:13]([O:17][C:18]3[CH:23]=[CH:22][N:21]=[C:20]([NH:24][CH2:25][CH2:26][NH:27][C:28]([O:30][C:31]([CH3:34])([CH3:33])[CH3:32])=[O:29])[N:19]=3)[CH:14]=[C:15]([CH3:16])[C:7]1=2)C.[OH-].[Li+]. Product: [C:31]([O:30][C:28]([NH:27][CH2:26][CH2:25][NH:24][C:20]1[N:19]=[C:18]([O:17][C:13]2[CH:14]=[C:15]([CH3:16])[C:7]3[CH:6]([CH2:5][C:4]([OH:35])=[O:3])[O:10][B:9]([OH:11])[C:8]=3[CH:12]=2)[CH:23]=[CH:22][N:21]=1)=[O:29])([CH3:34])([CH3:33])[CH3:32]. The catalyst class is: 20. (4) Reactant: [C:1]([O:5][C:6]([NH:8][CH2:9][CH2:10][CH2:11][N:12]([CH3:58])[CH2:13][CH2:14][CH2:15][NH:16][C:17]1[C:29]2[C:28]3[C:23](=[CH:24][C:25]([C:30]([O:32][CH3:33])=[O:31])=[CH:26][CH:27]=3)[NH:22][C:21]=2[N:20]=[C:19]([CH2:34][C:35]2[CH:40]=[CH:39][CH:38]=[C:37]([C:41](=[N:46]OS(C3C=CC(C)=CC=3)(=O)=O)[C:42]([F:45])([F:44])[F:43])[CH:36]=2)[N:18]=1)=[O:7])([CH3:4])([CH3:3])[CH3:2].[NH3:59]. Product: [C:1]([O:5][C:6]([NH:8][CH2:9][CH2:10][CH2:11][N:12]([CH3:58])[CH2:13][CH2:14][CH2:15][NH:16][C:17]1[C:29]2[C:28]3[C:23](=[CH:24][C:25]([C:30]([O:32][CH3:33])=[O:31])=[CH:26][CH:27]=3)[NH:22][C:21]=2[N:20]=[C:19]([CH2:34][C:35]2[CH:40]=[CH:39][CH:38]=[C:37]([C:41]3([C:42]([F:43])([F:44])[F:45])[NH:59][NH:46]3)[CH:36]=2)[N:18]=1)=[O:7])([CH3:4])([CH3:2])[CH3:3]. The catalyst class is: 2. (5) Reactant: Cl[S:2]([C:5]1[CH:13]=[CH:12][C:8]([C:9]([OH:11])=O)=[CH:7][CH:6]=1)(=[O:4])=[O:3].S(Cl)(Cl)=O.[Cl:18][C:19]1[CH:24]=[CH:23][C:22]([C:25]2[N:26]=[C:27]([NH2:38])[S:28][C:29]=2[C:30]2[CH:35]=[CH:34][C:33]([CH2:36][CH3:37])=[CH:32][CH:31]=2)=[CH:21][CH:20]=1.C(N(C(C)C)CC)(C)C.[NH2:48][C@H:49]([C:57]([O:59][C:60]([CH3:63])([CH3:62])[CH3:61])=[O:58])[CH2:50][C:51]1[CH:56]=[CH:55][CH:54]=[CH:53][CH:52]=1.Cl. Product: [C:60]([O:59][C:57](=[O:58])[CH:49]([NH:48][S:2]([C:5]1[CH:6]=[CH:7][C:8]([C:9](=[O:11])[NH:38][C:27]2[S:28][C:29]([C:30]3[CH:35]=[CH:34][C:33]([CH2:36][CH3:37])=[CH:32][CH:31]=3)=[C:25]([C:22]3[CH:21]=[CH:20][C:19]([Cl:18])=[CH:24][CH:23]=3)[N:26]=2)=[CH:12][CH:13]=1)(=[O:3])=[O:4])[CH2:50][C:51]1[CH:56]=[CH:55][CH:54]=[CH:53][CH:52]=1)([CH3:63])([CH3:61])[CH3:62]. The catalyst class is: 417. (6) Reactant: [OH:1][C:2]1[N:7]=[CH:6][N:5]=[C:4]([CH2:8][C:9]2[CH:10]=[C:11]3[C:16](=[CH:17][CH:18]=2)[C:15]([C:19]([OH:21])=O)=[CH:14][CH:13]=[CH:12]3)[CH:3]=1.[F:22][C:23]([F:32])([F:31])[C:24]1[CH:25]=[C:26]([CH:28]=[CH:29][CH:30]=1)[NH2:27]. Product: [F:22][C:23]([F:31])([F:32])[C:24]1[CH:25]=[C:26]([NH:27][C:19]([C:15]2[C:16]3[C:11](=[CH:10][C:9]([CH2:8][C:4]4[CH:3]=[C:2]([OH:1])[N:7]=[CH:6][N:5]=4)=[CH:18][CH:17]=3)[CH:12]=[CH:13][CH:14]=2)=[O:21])[CH:28]=[CH:29][CH:30]=1. The catalyst class is: 61.